From a dataset of Forward reaction prediction with 1.9M reactions from USPTO patents (1976-2016). Predict the product of the given reaction. (1) Given the reactants [C:1]([C:5]1[CH:10]=[CH:9][C:8]([N:11]2[C:15]([OH:16])=[C:14]([C:17](=O)[CH3:18])[C:13]([CH3:20])=[N:12]2)=[CH:7][CH:6]=1)([CH3:4])([CH3:3])[CH3:2].[CH3:21][O:22][C:23]([C:25]1[CH:34]=[CH:33][C:28]([C:29]([NH:31][NH2:32])=[O:30])=[CH:27][CH:26]=1)=[O:24], predict the reaction product. The product is: [C:1]([C:5]1[CH:10]=[CH:9][C:8]([N:11]2[C:15](=[O:16])[C:14](=[C:17]([NH:32][NH:31][C:29](=[O:30])[C:28]3[CH:27]=[CH:26][C:25]([C:23]([O:22][CH3:21])=[O:24])=[CH:34][CH:33]=3)[CH3:18])[C:13]([CH3:20])=[N:12]2)=[CH:7][CH:6]=1)([CH3:4])([CH3:3])[CH3:2]. (2) Given the reactants [C:1]([O:6][CH2:7][CH2:8][S:9][CH2:10][C:11]([OH:13])=[O:12])(=[O:5])[C:2]([CH3:4])=[CH2:3].I([O-])(=O)(=O)=[O:15].[Na+].C(Cl)(Cl)Cl.CO.C(O)(C(F)(F)F)=O, predict the reaction product. The product is: [C:1]([O:6][CH2:7][CH2:8][S:9]([CH2:10][C:11]([OH:13])=[O:12])=[O:15])(=[O:5])[C:2]([CH3:4])=[CH2:3]. (3) Given the reactants [CH2:1]([O:5][C:6]1[N:14]=[C:13]2[C:9]([N:10]=[C:11]([O:24]C)[N:12]2[CH2:15][CH2:16][CH2:17][CH:18]2[CH2:23][CH2:22][NH:21][CH2:20][CH2:19]2)=[C:8]([NH2:26])[N:7]=1)[CH2:2][CH2:3][CH3:4].I[CH:28]([CH3:30])[CH3:29], predict the reaction product. The product is: [NH2:26][C:8]1[N:7]=[C:6]([O:5][CH2:1][CH2:2][CH2:3][CH3:4])[N:14]=[C:13]2[C:9]=1[NH:10][C:11](=[O:24])[N:12]2[CH2:15][CH2:16][CH2:17][CH:18]1[CH2:23][CH2:22][N:21]([CH:28]([CH3:30])[CH3:29])[CH2:20][CH2:19]1. (4) The product is: [I:23][CH2:2][CH2:3][C@@H:4]([O:11][C:12]1[C:20]2[S:19][C:18]([C:21]#[N:22])=[CH:17][C:16]=2[CH:15]=[CH:14][CH:13]=1)[C:5]1[CH:10]=[CH:9][CH:8]=[CH:7][CH:6]=1. Given the reactants Cl[CH2:2][CH2:3][C@@H:4]([O:11][C:12]1[C:20]2[S:19][C:18]([C:21]#[N:22])=[CH:17][C:16]=2[CH:15]=[CH:14][CH:13]=1)[C:5]1[CH:10]=[CH:9][CH:8]=[CH:7][CH:6]=1.[I-:23].[Na+].O, predict the reaction product. (5) The product is: [Cl:21][C:22]1[CH:30]=[C:29]2[C:25]([CH2:26][CH2:27][N:28]2[C:2]2([CH2:13][C:14]3[CH:19]=[CH:18][CH:17]=[C:16]([Cl:20])[CH:15]=3)[C:10]3[C:5](=[CH:6][C:7]([Cl:11])=[CH:8][CH:9]=3)[NH:4][C:3]2=[O:12])=[CH:24][CH:23]=1. Given the reactants Br[C:2]1([CH2:13][C:14]2[CH:19]=[CH:18][CH:17]=[C:16]([Cl:20])[CH:15]=2)[C:10]2[C:5](=[CH:6][C:7]([Cl:11])=[CH:8][CH:9]=2)[NH:4][C:3]1=[O:12].[Cl:21][C:22]1[CH:30]=[C:29]2[C:25]([CH2:26][CH2:27][NH:28]2)=[CH:24][CH:23]=1.C([O-])([O-])=O.[K+].[K+].O, predict the reaction product.